This data is from Peptide-MHC class I binding affinity with 185,985 pairs from IEDB/IMGT. The task is: Regression. Given a peptide amino acid sequence and an MHC pseudo amino acid sequence, predict their binding affinity value. This is MHC class I binding data. (1) The peptide sequence is TLKDGDFIL. The MHC is HLA-A24:03 with pseudo-sequence HLA-A24:03. The binding affinity (normalized) is 0.0847. (2) The peptide sequence is TTKDYFSFK. The MHC is HLA-A68:01 with pseudo-sequence HLA-A68:01. The binding affinity (normalized) is 0.994. (3) The peptide sequence is TLYAVATTF. The MHC is HLA-A32:01 with pseudo-sequence HLA-A32:01. The binding affinity (normalized) is 0.593. (4) The peptide sequence is VLDATNDGL. The MHC is HLA-A02:01 with pseudo-sequence HLA-A02:01. The binding affinity (normalized) is 0.317. (5) The peptide sequence is DQHGRMNYYW. The MHC is HLA-A01:01 with pseudo-sequence HLA-A01:01. The binding affinity (normalized) is 0. (6) The peptide sequence is SPVIVNGAM. The MHC is HLA-B40:01 with pseudo-sequence HLA-B40:01. The binding affinity (normalized) is 0.0847. (7) The peptide sequence is ILMDTICGT. The MHC is HLA-B27:05 with pseudo-sequence HLA-B27:05. The binding affinity (normalized) is 0.0847. (8) The binding affinity (normalized) is 0.626. The peptide sequence is IMYTYFSNT. The MHC is HLA-A02:01 with pseudo-sequence HLA-A02:01.